This data is from Forward reaction prediction with 1.9M reactions from USPTO patents (1976-2016). The task is: Predict the product of the given reaction. (1) Given the reactants [Br:1][C:2]1[C:3]([O:17][CH2:18][O:19][CH3:20])=[CH:4][C:5]([O:12][CH2:13][CH:14]2[CH2:16][CH2:15]2)=[C:6]([CH:11]=1)[C:7](OC)=[O:8].[H-].[Al+3].[Li+].[H-].[H-].[H-].O.[OH-].[Na+], predict the reaction product. The product is: [Br:1][C:2]1[C:3]([O:17][CH2:18][O:19][CH3:20])=[CH:4][C:5]([O:12][CH2:13][CH:14]2[CH2:16][CH2:15]2)=[C:6]([CH2:7][OH:8])[CH:11]=1. (2) Given the reactants Cl[C:2]1[N:7]=[CH:6][C:5]([CH:8]=[O:9])=[C:4]([N:10]2[CH2:15][C@H:14]([CH3:16])[O:13][C@H:12]([CH3:17])[CH2:11]2)[CH:3]=1.[CH3:18][O-:19].[Na+], predict the reaction product. The product is: [CH3:17][C@H:12]1[O:13][C@@H:14]([CH3:16])[CH2:15][N:10]([C:4]2[CH:3]=[C:2]([O:19][CH3:18])[N:7]=[CH:6][C:5]=2[CH:8]=[O:9])[CH2:11]1.